Dataset: Full USPTO retrosynthesis dataset with 1.9M reactions from patents (1976-2016). Task: Predict the reactants needed to synthesize the given product. Given the product [I:24][C:3]1[CH:11]=[C:10]([CH2:12][CH2:13][C:14]2[CH:19]=[CH:18][CH:17]=[CH:16][CH:15]=2)[CH:9]=[CH:8][C:4]=1[C:5]([OH:7])=[O:6], predict the reactants needed to synthesize it. The reactants are: Cl.N[C:3]1[CH:11]=[C:10]([CH2:12][CH2:13][C:14]2[CH:19]=[CH:18][CH:17]=[CH:16][CH:15]=2)[CH:9]=[CH:8][C:4]=1[C:5]([OH:7])=[O:6].N([O-])=O.[Na+].[I-:24].[K+].